This data is from Reaction yield outcomes from USPTO patents with 853,638 reactions. The task is: Predict the reaction yield, written as a fraction of the theoretical maximum amount of product (1.0 means a 100% yield; for example, 0.34 means a 34% yield). The reactants are C([O:8][C:9]1[CH:34]=[CH:33][C:12]([CH2:13][C:14]2[N:23]3[N:24]=[C:25]([NH2:27])[N:26]=[C:22]3[C:21]3[CH:20]=[CH:19][C:18]([NH:28][CH2:29][CH2:30][CH2:31][OH:32])=[CH:17][C:16]=3[N:15]=2)=[CH:11][C:10]=1[O:35][CH3:36])C1C=CC=CC=1.C(OC1C=CC(CC2N3N=C(N)N=C3C3C=CC(F)=CC=3N=2)=CC=1OC)C1C=CC=CC=1. No catalyst specified. The product is [NH2:27][C:25]1[N:26]=[C:22]2[N:23]([C:14]([CH2:13][C:12]3[CH:33]=[CH:34][C:9]([OH:8])=[C:10]([O:35][CH3:36])[CH:11]=3)=[N:15][C:16]3[CH:17]=[C:18]([NH:28][CH2:29][CH2:30][CH2:31][OH:32])[CH:19]=[CH:20][C:21]=32)[N:24]=1. The yield is 0.910.